This data is from Full USPTO retrosynthesis dataset with 1.9M reactions from patents (1976-2016). The task is: Predict the reactants needed to synthesize the given product. (1) Given the product [I:29][C:28]1[C:20]([S:19][C:10]2[N:9]([CH2:8][CH2:7][CH2:6][NH:42][CH:43]([CH3:48])[CH3:44])[C:17]3[CH:16]=[CH:15][N:14]=[C:13]([NH2:18])[C:12]=3[N:11]=2)=[CH:21][C:22]2[O:26][CH2:25][O:24][C:23]=2[CH:27]=1, predict the reactants needed to synthesize it. The reactants are: CS(O[CH2:6][CH2:7][CH2:8][N:9]1[C:17]2[CH:16]=[CH:15][N:14]=[C:13]([NH2:18])[C:12]=2[N:11]=[C:10]1[S:19][C:20]1[C:28]([I:29])=[CH:27][C:23]2[O:24][CH2:25][O:26][C:22]=2[CH:21]=1)(=O)=O.BrC1C(SC2[N:42](CCCNC(C)C)[C:43]3[CH:48]=CN=C(N)[C:44]=3N=2)=CC2OCOC=2C=1. (2) Given the product [OH:16][CH2:15][C@H:10]1[C@H:9]([NH:8][C:6](=[O:7])[O:5][C:1]([CH3:3])([CH3:2])[CH3:4])[CH2:14][CH2:13][O:12][CH2:11]1, predict the reactants needed to synthesize it. The reactants are: [C:1]([O:5][C:6]([NH:8][C@@H:9]1[CH2:14][CH2:13][O:12][CH2:11][C@H:10]1[C:15](OCC)=[O:16])=[O:7])([CH3:4])([CH3:3])[CH3:2].[H-].[H-].[H-].[H-].[Li+].[Al+3].O.[OH-].[Na+]. (3) Given the product [CH2:1]([O:5][C:6]1[CH:11]=[CH:10][C:9]([CH3:12])=[CH:8][C:7]=1[C:13]1[N:21]([CH2:22][C:23]2[CH:28]=[CH:27][C:26]([Cl:29])=[CH:25][CH:24]=2)[C:20]2[C:15](=[N:16][C:17]([C:36]([OH:41])=[O:38])=[N:18][C:19]=2[NH:30][C@@H:31]([CH:33]2[CH2:34][CH2:35]2)[CH3:32])[N:14]=1)[CH2:2][CH:3]=[CH2:4], predict the reactants needed to synthesize it. The reactants are: [CH2:1]([O:5][C:6]1[CH:11]=[CH:10][C:9]([CH3:12])=[CH:8][C:7]=1[C:13]1[N:21]([CH2:22][C:23]2[CH:28]=[CH:27][C:26]([Cl:29])=[CH:25][CH:24]=2)[C:20]2[C:15](=[N:16][C:17]([C:36]#N)=[N:18][C:19]=2[NH:30][C@@H:31]([CH:33]2[CH2:35][CH2:34]2)[CH3:32])[N:14]=1)[CH2:2][CH:3]=[CH2:4].[OH-:38].[Na+].Cl.[OH2:41]. (4) Given the product [CH3:77][N:53]([CH3:52])[C:54]1[CH:55]=[C:56]2[C:61](=[CH:62][C:63]=1[CH:64]=[CH2:65])[CH:60]=[C:59]([C@@:66]1([O:75][CH3:76])[CH2:70][N:69]([C:12](=[O:14])[C@@H:11]([NH:10][C:8]([O:7][CH2:1][CH2:2][CH2:3][CH2:4][CH:5]=[CH2:6])=[O:9])[C:15]([CH3:18])([CH3:17])[CH3:16])[C@H:68]([C:71]([O:73][CH3:74])=[O:72])[CH2:67]1)[CH:58]=[CH:57]2, predict the reactants needed to synthesize it. The reactants are: [CH2:1]([O:7][C:8]([NH:10][C@@H:11]([C:15]([CH3:18])([CH3:17])[CH3:16])[C:12]([OH:14])=O)=[O:9])[CH2:2][CH2:3][CH2:4][CH:5]=[CH2:6].CCN(C(C)C)C(C)C.CN(C(ON1N=NC2C=CC=NC1=2)=[N+](C)C)C.F[P-](F)(F)(F)(F)F.[CH3:52][N:53]([CH3:77])[C:54]1[CH:55]=[C:56]2[C:61](=[CH:62][C:63]=1[CH:64]=[CH2:65])[CH:60]=[C:59]([C@@:66]1([O:75][CH3:76])[CH2:70][NH:69][C@H:68]([C:71]([O:73][CH3:74])=[O:72])[CH2:67]1)[CH:58]=[CH:57]2.